Dataset: Full USPTO retrosynthesis dataset with 1.9M reactions from patents (1976-2016). Task: Predict the reactants needed to synthesize the given product. (1) Given the product [F:40][C:33]1([C:11]2[CH:12]=[CH:13][C:14]([B:17]3[O:18][C:19]([CH3:24])([CH3:25])[C:20]([CH3:22])([CH3:23])[O:21]3)=[CH:15][CH:16]=2)[CH2:38][CH2:37][N:36]([CH3:39])[CH2:35][CH2:34]1, predict the reactants needed to synthesize it. The reactants are: C(OC1CCN([C:11]2[CH:16]=[CH:15][C:14]([B:17]3[O:21][C:20]([CH3:23])([CH3:22])[C:19]([CH3:25])([CH3:24])[O:18]3)=[CH:13][CH:12]=2)CC1)(=O)C.BrC1C=CC([C:33]2([F:40])[CH2:38][CH2:37][N:36]([CH3:39])[CH2:35][CH2:34]2)=CC=1. (2) Given the product [O:1]1[C@@H:6]([CH2:7][N:9]2[CH2:14][CH2:13][N:12]([C:15]3[CH:20]=[CH:19][CH:18]=[CH:17][C:16]=3[CH2:21][O:22][CH3:23])[CH2:11][CH2:10]2)[CH2:5][O:4][C:3]2[CH:24]=[CH:25][CH:26]=[CH:27][C:2]1=2, predict the reactants needed to synthesize it. The reactants are: [O:1]1[C@@H:6]([C:7]([N:9]2[CH2:14][CH2:13][N:12]([C:15]3[CH:20]=[CH:19][CH:18]=[CH:17][C:16]=3[CH2:21][O:22][CH3:23])[CH2:11][CH2:10]2)=O)[CH2:5][O:4][C:3]2[CH:24]=[CH:25][CH:26]=[CH:27][C:2]1=2.[H-].[H-].[H-].[H-].[Li+].[Al+3].[OH-].[Na+].